From a dataset of Peptide-MHC class I binding affinity with 185,985 pairs from IEDB/IMGT. Regression. Given a peptide amino acid sequence and an MHC pseudo amino acid sequence, predict their binding affinity value. This is MHC class I binding data. The peptide sequence is QHTRRVSVL. The MHC is HLA-B40:01 with pseudo-sequence HLA-B40:01. The binding affinity (normalized) is 0.